Dataset: Reaction yield outcomes from USPTO patents with 853,638 reactions. Task: Predict the reaction yield, written as a fraction of the theoretical maximum amount of product (1.0 means a 100% yield; for example, 0.34 means a 34% yield). (1) The reactants are Br[C:2]1[CH:7]=[CH:6][C:5]([CH:8]([N:15]([CH3:29])[C:16](=[O:28])[CH2:17][N:18]([C:20]2[CH:25]=[CH:24][C:23]([Cl:26])=[C:22]([Cl:27])[CH:21]=2)[CH3:19])[CH2:9][N:10]2[CH2:14][CH2:13][CH2:12][CH2:11]2)=[CH:4][CH:3]=1.[Cl:30][C:31]1[CH:36]=[CH:35][C:34](B(O)O)=[CH:33][CH:32]=1.C([O-])([O-])=O.[Na+].[Na+].C(OCC)(=O)C. The catalyst is O1CCOCC1.O.[Cl-].[Na+].O.C1C=CC(P(C2C=CC=CC=2)[C-]2C=CC=C2)=CC=1.C1C=CC(P(C2C=CC=CC=2)[C-]2C=CC=C2)=CC=1.Cl[Pd]Cl.[Fe+2]. The product is [Cl:30][C:31]1[CH:36]=[CH:35][C:34]([C:2]2[CH:3]=[CH:4][C:5]([CH:8]([N:15]([CH3:29])[C:16](=[O:28])[CH2:17][N:18]([C:20]3[CH:25]=[CH:24][C:23]([Cl:26])=[C:22]([Cl:27])[CH:21]=3)[CH3:19])[CH2:9][N:10]3[CH2:11][CH2:12][CH2:13][CH2:14]3)=[CH:6][CH:7]=2)=[CH:33][CH:32]=1. The yield is 0.470. (2) The reactants are [CH2:1](N(CC)CC)C.[C:8]([O:12][C:13]([N:15]1[CH2:20][CH:19]([CH3:21])[NH:18][CH2:17][CH:16]1C)=[O:14])([CH3:11])([CH3:10])[CH3:9].[F:23][C:24]([F:35])([F:34])[C:25]1[CH:33]=[CH:32][CH:31]=[CH:30][C:26]=1[C:27](Cl)=[O:28]. No catalyst specified. The product is [C:8]([O:12][C:13]([N:15]1[CH2:16][CH:17]([CH3:1])[N:18]([C:27](=[O:28])[C:26]2[CH:30]=[CH:31][CH:32]=[CH:33][C:25]=2[C:24]([F:35])([F:34])[F:23])[CH:19]([CH3:21])[CH2:20]1)=[O:14])([CH3:9])([CH3:10])[CH3:11]. The yield is 0.417. (3) The yield is 0.720. The reactants are [Br:1][C:2]1[CH:7]=[C:6]([F:8])[CH:5]=[CH:4][C:3]=1[CH:9]1[C:14]([C:15]([O:17][CH2:18][CH3:19])=[O:16])=[C:13]([CH2:20]Br)[NH:12][C:11]([C:22]2[S:23][CH:24]=[N:25][N:26]=2)=[N:10]1.[NH:27]1[CH2:32][CH2:31][O:30][CH2:29][CH:28]1[C:33]([OH:35])=[O:34]. No catalyst specified. The product is [Br:1][C:2]1[CH:7]=[C:6]([F:8])[CH:5]=[CH:4][C:3]=1[CH:9]1[N:10]=[C:11]([C:22]2[S:23][CH:24]=[N:25][N:26]=2)[NH:12][C:13]([CH2:20][N:27]2[CH2:32][CH2:31][O:30][CH2:29][CH:28]2[C:33]([OH:35])=[O:34])=[C:14]1[C:15]([O:17][CH2:18][CH3:19])=[O:16]. (4) The reactants are [Cl:1][C:2]1[CH:7]=[CH:6][N:5]=[C:4]2[NH:8][CH:9]=[CH:10][C:3]=12.[H-].[Na+].[CH3:13][Si:14]([CH2:17][CH2:18][O:19][CH2:20]Cl)([CH3:16])[CH3:15]. The catalyst is O1CCCC1. The product is [Cl:1][C:2]1[CH:7]=[CH:6][N:5]=[C:4]2[N:8]([CH2:20][O:19][CH2:18][CH2:17][Si:14]([CH3:16])([CH3:15])[CH3:13])[CH:9]=[CH:10][C:3]=12. The yield is 0.740. (5) The reactants are [NH2:1][C:2]1[C:7]([CH3:8])=[C:6]([Br:9])[CH:5]=[CH:4][C:3]=1[OH:10].C(=O)([O-])[O-].[K+].[K+].Br[CH2:18][C:19](Br)=[O:20].O. The catalyst is CN(C)C=O.C(OCC)(=O)C. The product is [Br:9][C:6]1[CH:5]=[CH:4][C:3]2[O:10][CH2:18][C:19](=[O:20])[NH:1][C:2]=2[C:7]=1[CH3:8]. The yield is 0.260.